From a dataset of Catalyst prediction with 721,799 reactions and 888 catalyst types from USPTO. Predict which catalyst facilitates the given reaction. (1) Reactant: [OH-].[Na+].[CH3:3][N:4]([CH2:11][C:12]1[CH:21]=[CH:20][C:15]([C:16]([O:18]C)=[O:17])=[CH:14][CH:13]=1)[C:5]1[CH:10]=[CH:9][CH:8]=[CH:7][CH:6]=1. Product: [CH3:3][N:4]([CH2:11][C:12]1[CH:13]=[CH:14][C:15]([C:16]([OH:18])=[O:17])=[CH:20][CH:21]=1)[C:5]1[CH:6]=[CH:7][CH:8]=[CH:9][CH:10]=1. The catalyst class is: 5. (2) Reactant: Br[C:2]1[N:10]([CH2:11][C:12]([O:14][CH3:15])=[O:13])[C:9]2[C:8](=[O:16])[N:7]([CH3:17])[C:6](=[O:18])[N:5]([CH3:19])[C:4]=2[N:3]=1.[NH:20]1[CH2:25][CH2:24][O:23][CH2:22][CH2:21]1. Product: [CH3:17][N:7]1[C:8](=[O:16])[C:9]2[N:10]([CH2:11][C:12]([O:14][CH3:15])=[O:13])[C:2]([N:20]3[CH2:25][CH2:24][O:23][CH2:22][CH2:21]3)=[N:3][C:4]=2[N:5]([CH3:19])[C:6]1=[O:18]. The catalyst class is: 3. (3) Reactant: [CH2:1]([NH:6][CH2:7][CH2:8][OH:9])[CH2:2][CH:3]([CH3:5])[CH3:4].[C:10]([N:14]1[CH2:23][CH2:22][C:21]2[C:16](=[CH:17][CH:18]=[CH:19][CH:20]=2)[CH:15]1[CH:24]1[CH2:29][CH2:28][CH2:27][CH2:26][CH2:25]1)(=[O:13])[CH:11]=[CH2:12]. Product: [CH:24]1([CH:15]2[C:16]3[C:21](=[CH:20][CH:19]=[CH:18][CH:17]=3)[CH2:22][CH2:23][N:14]2[C:10](=[O:13])[CH2:11][CH2:12][N:6]([CH2:1][CH2:2][CH:3]([CH3:5])[CH3:4])[CH2:7][CH2:8][OH:9])[CH2:25][CH2:26][CH2:27][CH2:28][CH2:29]1. The catalyst class is: 41.